This data is from Forward reaction prediction with 1.9M reactions from USPTO patents (1976-2016). The task is: Predict the product of the given reaction. Given the reactants [H-].[Na+].[CH:3]([O:5][CH3:6])=[O:4].[F:7][C:8]([F:22])([F:21])[C:9]1[N:14]=[CH:13][C:12]([CH2:15][CH2:16][C:17](OC)=[O:18])=[CH:11][N:10]=1, predict the reaction product. The product is: [OH:18]/[CH:17]=[C:16](/[CH2:15][C:12]1[CH:11]=[N:10][C:9]([C:8]([F:22])([F:21])[F:7])=[N:14][CH:13]=1)\[C:3]([O:5][CH3:6])=[O:4].